Dataset: NCI-60 drug combinations with 297,098 pairs across 59 cell lines. Task: Regression. Given two drug SMILES strings and cell line genomic features, predict the synergy score measuring deviation from expected non-interaction effect. (1) Drug 1: CC(C)(C#N)C1=CC(=CC(=C1)CN2C=NC=N2)C(C)(C)C#N. Drug 2: CCCCCOC(=O)NC1=NC(=O)N(C=C1F)C2C(C(C(O2)C)O)O. Cell line: SNB-75. Synergy scores: CSS=-6.80, Synergy_ZIP=3.18, Synergy_Bliss=0.00346, Synergy_Loewe=-6.75, Synergy_HSA=-6.76. (2) Drug 1: C1CCN(CC1)CCOC2=CC=C(C=C2)C(=O)C3=C(SC4=C3C=CC(=C4)O)C5=CC=C(C=C5)O. Drug 2: CN(CCCl)CCCl.Cl. Cell line: HCT-15. Synergy scores: CSS=9.22, Synergy_ZIP=-1.72, Synergy_Bliss=0.248, Synergy_Loewe=-10.0, Synergy_HSA=-8.98. (3) Synergy scores: CSS=-3.83, Synergy_ZIP=0.586, Synergy_Bliss=-3.32, Synergy_Loewe=-5.55, Synergy_HSA=-4.86. Cell line: NCI-H460. Drug 1: C1CCC(C1)C(CC#N)N2C=C(C=N2)C3=C4C=CNC4=NC=N3. Drug 2: C1=CN(C=N1)CC(O)(P(=O)(O)O)P(=O)(O)O. (4) Drug 1: CS(=O)(=O)OCCCCOS(=O)(=O)C. Drug 2: C1=NNC2=C1C(=O)NC=N2. Cell line: SNB-19. Synergy scores: CSS=0.364, Synergy_ZIP=-0.909, Synergy_Bliss=-1.49, Synergy_Loewe=-0.629, Synergy_HSA=-0.546. (5) Drug 1: C1=NC(=NC(=O)N1C2C(C(C(O2)CO)O)O)N. Drug 2: CC12CCC3C(C1CCC2OP(=O)(O)O)CCC4=C3C=CC(=C4)OC(=O)N(CCCl)CCCl.[Na+]. Cell line: LOX IMVI. Synergy scores: CSS=39.8, Synergy_ZIP=0.140, Synergy_Bliss=-0.0728, Synergy_Loewe=-26.1, Synergy_HSA=0.299. (6) Drug 1: COC1=NC(=NC2=C1N=CN2C3C(C(C(O3)CO)O)O)N. Drug 2: C1=NC(=NC(=O)N1C2C(C(C(O2)CO)O)O)N. Cell line: NCI-H322M. Synergy scores: CSS=-2.42, Synergy_ZIP=-0.366, Synergy_Bliss=4.44, Synergy_Loewe=-26.7, Synergy_HSA=-9.84. (7) Drug 1: CCC1(CC2CC(C3=C(CCN(C2)C1)C4=CC=CC=C4N3)(C5=C(C=C6C(=C5)C78CCN9C7C(C=CC9)(C(C(C8N6C)(C(=O)OC)O)OC(=O)C)CC)OC)C(=O)OC)O.OS(=O)(=O)O. Drug 2: C1=NC2=C(N=C(N=C2N1C3C(C(C(O3)CO)O)F)Cl)N. Cell line: RXF 393. Synergy scores: CSS=-3.00, Synergy_ZIP=1.09, Synergy_Bliss=0.704, Synergy_Loewe=-1.39, Synergy_HSA=-1.10.